This data is from Forward reaction prediction with 1.9M reactions from USPTO patents (1976-2016). The task is: Predict the product of the given reaction. (1) Given the reactants Cl[C:2]1[CH:9]=[CH:8][CH:7]=[C:6]([N:10]2[CH2:15][CH2:14][N:13]([CH2:16][CH2:17][CH2:18][CH2:19][O:20][C:21]3[CH:30]=[C:29]4[C:24]([CH:25]=[CH:26][C:27](=[O:31])[NH:28]4)=[CH:23][CH:22]=3)[CH2:12][CH2:11]2)[C:3]=1[CH:4]=O.CCN(C(C)C)C(C)C.[SH:41][CH2:42][C:43]([O:45][CH2:46][CH3:47])=[O:44].O, predict the reaction product. The product is: [O:31]=[C:27]1[CH:26]=[CH:25][C:24]2[C:29](=[CH:30][C:21]([O:20][CH2:19][CH2:18][CH2:17][CH2:16][N:13]3[CH2:12][CH2:11][N:10]([C:6]4[C:3]5[CH:4]=[C:42]([C:43]([O:45][CH2:46][CH3:47])=[O:44])[S:41][C:2]=5[CH:9]=[CH:8][CH:7]=4)[CH2:15][CH2:14]3)=[CH:22][CH:23]=2)[NH:28]1. (2) Given the reactants C(OC(=O)[NH:7][C:8]1[CH:13]=[C:12](OCC(F)(F)F)[C:11]([C:20]([F:23])([F:22])[F:21])=[CH:10][C:9]=1[NH:24][C:25](=[O:45])[CH2:26][C:27](=O)[C:28]1[CH:33]=[CH:32][CH:31]=[C:30]([C:34]2[CH:39]=[CH:38][N:37]=[C:36]([C:40]([F:43])([F:42])[F:41])[CH:35]=2)[CH:29]=1)(C)(C)C.[C:47](O)([C:49]([F:52])([F:51])[F:50])=[O:48], predict the reaction product. The product is: [F:50][C:49]([F:52])([F:51])[CH2:47][O:48][C:12]1[C:11]([C:20]([F:21])([F:23])[F:22])=[CH:10][C:9]2[NH:24][C:25](=[O:45])[CH2:26][C:27]([C:28]3[CH:33]=[CH:32][CH:31]=[C:30]([C:34]4[CH:39]=[CH:38][N:37]=[C:36]([C:40]([F:41])([F:42])[F:43])[CH:35]=4)[CH:29]=3)=[N:7][C:8]=2[CH:13]=1. (3) Given the reactants [CH2:1]([N:8]1[CH2:13][CH2:12][C:11]([C:15]2[CH:20]=[CH:19][C:18]([Br:21])=[CH:17][CH:16]=2)(O)[CH2:10][CH2:9]1)[C:2]1[CH:7]=[CH:6][CH:5]=[CH:4][CH:3]=1.O.C1(C)C=CC(S(O)(=O)=O)=CC=1.O.[OH-].[Na+], predict the reaction product. The product is: [CH2:1]([N:8]1[CH2:9][CH:10]=[C:11]([C:15]2[CH:16]=[CH:17][C:18]([Br:21])=[CH:19][CH:20]=2)[CH2:12][CH2:13]1)[C:2]1[CH:3]=[CH:4][CH:5]=[CH:6][CH:7]=1. (4) Given the reactants [C:1]([OH:8])(=[O:7])[CH2:2][CH2:3][C:4]([CH3:6])=[O:5].C(O)=O.S(=O)(=O)(O)O.[CH2:17]=[CH:18][CH2:19][CH3:20].C=C(C)C, predict the reaction product. The product is: [C:1]([O:8][CH2:17][CH2:18][CH2:19][CH3:20])(=[O:7])[CH2:2][CH2:3][C:4]([CH3:6])=[O:5]. (5) Given the reactants [NH2:1][C:2]1[S:3][CH2:4][C@@H:5]2[CH2:11][C@H:10]([C:12]([NH2:14])=[O:13])[O:9][CH2:8][C@:6]2([C:15]2[CH:20]=[CH:19][C:18]([F:21])=[CH:17][C:16]=2[F:22])[N:7]=1.[C:23](O[C:23]([O:25][C:26]([CH3:29])([CH3:28])[CH3:27])=[O:24])([O:25][C:26]([CH3:29])([CH3:28])[CH3:27])=[O:24], predict the reaction product. The product is: [C:12]([C@@H:10]1[O:9][CH2:8][C@:6]2([C:15]3[CH:20]=[CH:19][C:18]([F:21])=[CH:17][C:16]=3[F:22])[N:7]=[C:2]([NH:1][C:23](=[O:24])[O:25][C:26]([CH3:29])([CH3:28])[CH3:27])[S:3][CH2:4][C@@H:5]2[CH2:11]1)(=[O:13])[NH2:14]. (6) Given the reactants [Cl:1][C:2]1[CH:7]=[CH:6][CH:5]=[C:4]([Cl:8])[C:3]=1[C:9]1[NH:10][C:11]2[C:16]([N:17]=1)=[C:15](O)[N:14]=[CH:13][N:12]=2.P(Br)(Br)([Br:21])=O, predict the reaction product. The product is: [Br:21][C:15]1[N:14]=[CH:13][N:12]=[C:11]2[C:16]=1[N:17]=[C:9]([C:3]1[C:2]([Cl:1])=[CH:7][CH:6]=[CH:5][C:4]=1[Cl:8])[NH:10]2. (7) The product is: [F:1][C:2]1[C:9]([C:10]2[CH:15]=[CH:14][N:13]3[N:16]=[C:17]([C:19]4[CH:24]=[CH:23][C:22]([F:25])=[CH:21][CH:20]=4)[CH:18]=[C:12]3[CH:11]=2)=[CH:8][CH:7]=[C:6]([F:26])[C:3]=1[CH:4]([OH:5])[C:27]#[CH:28]. Given the reactants [F:1][C:2]1[C:9]([C:10]2[CH:15]=[CH:14][N:13]3[N:16]=[C:17]([C:19]4[CH:24]=[CH:23][C:22]([F:25])=[CH:21][CH:20]=4)[CH:18]=[C:12]3[CH:11]=2)=[CH:8][CH:7]=[C:6]([F:26])[C:3]=1[CH:4]=[O:5].[C:27]([Mg]Br)#[CH:28], predict the reaction product. (8) Given the reactants [F:1][C:2]1[CH:10]=[CH:9][C:5]([C:6]([OH:8])=O)=[C:4]([OH:11])[CH:3]=1.[Cl:12][C:13]1[CH:19]=[C:18]([S:20]([C:23]([F:26])([F:25])[F:24])(=[O:22])=[O:21])[CH:17]=[CH:16][C:14]=1[NH2:15], predict the reaction product. The product is: [Cl:12][C:13]1[CH:19]=[C:18]([S:20]([C:23]([F:24])([F:25])[F:26])(=[O:22])=[O:21])[CH:17]=[CH:16][C:14]=1[NH:15][C:6](=[O:8])[C:5]1[CH:9]=[CH:10][C:2]([F:1])=[CH:3][C:4]=1[OH:11].